Task: Predict the product of the given reaction.. Dataset: Forward reaction prediction with 1.9M reactions from USPTO patents (1976-2016) (1) Given the reactants [N:1]([C:4]1[CH:9]=[CH:8][C:7]([C:10]([F:13])([F:12])[F:11])=[CH:6][CH:5]=1)=[C:2]=[O:3].[Cl:14][C:15]1[CH:31]=[CH:30][C:18]([CH2:19][N:20]2[CH:24]=[N:23][N:22]=[C:21]2[C@H:25]2[CH2:29][CH2:28][CH2:27][NH:26]2)=[CH:17][CH:16]=1, predict the reaction product. The product is: [Cl:14][C:15]1[CH:31]=[CH:30][C:18]([CH2:19][N:20]2[CH:24]=[N:23][N:22]=[C:21]2[C@H:25]2[CH2:29][CH2:28][CH2:27][N:26]2[C:2]([NH:1][C:4]2[CH:5]=[CH:6][C:7]([C:10]([F:11])([F:12])[F:13])=[CH:8][CH:9]=2)=[O:3])=[CH:17][CH:16]=1. (2) Given the reactants [Na:1].[CH2:2]1[O:4][CH2:3]1.[C:5]([OH:10])(=[O:9])[C:6]([CH3:8])=[CH2:7].C=CC1C=CC=CC=1.[C:19]([O:23][CH2:24][CH2:25][CH2:26][CH3:27])(=[O:22])[CH:20]=[CH2:21].[S:28]([O:32][O:31][S:28]([O-:32])(=[O:30])=[O:29])([O-:31])(=[O:30])=[O:29].[NH4+].[NH4+], predict the reaction product. The product is: [C:5]([OH:10])(=[O:9])[C:6]([CH3:8])=[CH2:7].[C:19]([O:23][CH2:24][CH2:25][CH2:26][CH3:27])(=[O:22])[CH:20]=[CH2:21].[Na:1].[S:28]([O-:32])([O-:31])(=[O:30])=[O:29].[C:5]([OH:10])(=[O:9])[C:6]([CH3:8])=[CH2:7].[CH2:3]1[O:4][CH2:2]1.